From a dataset of Full USPTO retrosynthesis dataset with 1.9M reactions from patents (1976-2016). Predict the reactants needed to synthesize the given product. (1) Given the product [C:1]([O:6][C:7]12[CH2:14][CH:13]3[CH2:12][CH:11]([CH2:10][C:9]([OH:17])([CH2:15]3)[CH2:8]1)[CH2:16]2)(=[O:5])[C:2]([CH3:4])=[CH2:3].[CH:26]([C:25]1[CH:28]=[CH:29][CH:22]=[CH:23][C:24]=1[OH:5])=[CH2:27], predict the reactants needed to synthesize it. The reactants are: [C:1]([O:6][C:7]12[CH2:16][CH:11]3[CH2:12][CH:13]([CH2:15][C:9]([OH:17])([CH2:10]3)[CH2:8]1)[CH2:14]2)(=[O:5])[C:2]([CH3:4])=[CH2:3].C(O[C:22]1[CH:29]=[CH:28][C:25]([CH:26]=[CH2:27])=[CH:24][CH:23]=1)(=O)C. (2) Given the product [C:1]([O:4][C:5]1[C:6]([CH3:16])=[CH:7][C:8]([C:9]([O:11][CH3:12])=[O:10])=[CH:13][C:14]=1[CH2:15][Br:36])(=[O:3])[CH3:2], predict the reactants needed to synthesize it. The reactants are: [C:1]([O:4][C:5]1[C:14]([CH3:15])=[CH:13][C:8]([C:9]([O:11][CH3:12])=[O:10])=[CH:7][C:6]=1[CH3:16])(=[O:3])[CH3:2].CC(N=NC(C#N)(C)C)(C#N)C.C1C(=O)N([Br:36])C(=O)C1. (3) Given the product [C:1]([O:20][CH2:21][C:22]1[CH:27]=[CH:26][C:25]2[C:28]3[C:33](=[CH:32][C:31]([CH2:34][O:35][C:36]([C:49]4[CH:54]=[CH:53][CH:52]=[CH:51][CH:50]=4)([C:43]4[CH:48]=[CH:47][CH:46]=[CH:45][CH:44]=4)[C:37]4[CH:42]=[CH:41][CH:40]=[CH:39][CH:38]=4)=[CH:30][CH:29]=3)[NH:55][C:24]=2[CH:23]=1)([C:14]1[CH:19]=[CH:18][CH:17]=[CH:16][CH:15]=1)([C:8]1[CH:13]=[CH:12][CH:11]=[CH:10][CH:9]=1)[C:2]1[CH:7]=[CH:6][CH:5]=[CH:4][CH:3]=1, predict the reactants needed to synthesize it. The reactants are: [C:1]([O:20][CH2:21][C:22]1[CH:27]=[CH:26][C:25]([C:28]2[CH:33]=[CH:32][C:31]([CH2:34][O:35][C:36]([C:49]3[CH:54]=[CH:53][CH:52]=[CH:51][CH:50]=3)([C:43]3[CH:48]=[CH:47][CH:46]=[CH:45][CH:44]=3)[C:37]3[CH:42]=[CH:41][CH:40]=[CH:39][CH:38]=3)=[CH:30][CH:29]=2)=[C:24]([N+:55]([O-])=O)[CH:23]=1)([C:14]1[CH:19]=[CH:18][CH:17]=[CH:16][CH:15]=1)([C:8]1[CH:13]=[CH:12][CH:11]=[CH:10][CH:9]=1)[C:2]1[CH:7]=[CH:6][CH:5]=[CH:4][CH:3]=1.